Dataset: NCI-60 drug combinations with 297,098 pairs across 59 cell lines. Task: Regression. Given two drug SMILES strings and cell line genomic features, predict the synergy score measuring deviation from expected non-interaction effect. (1) Drug 1: C1CC(C1)(C(=O)O)C(=O)O.[NH2-].[NH2-].[Pt+2]. Drug 2: C(CN)CNCCSP(=O)(O)O. Cell line: NCI/ADR-RES. Synergy scores: CSS=3.47, Synergy_ZIP=-4.26, Synergy_Bliss=-7.82, Synergy_Loewe=-6.07, Synergy_HSA=-4.93. (2) Drug 1: C1CN1P(=S)(N2CC2)N3CC3. Drug 2: COC1=C2C(=CC3=C1OC=C3)C=CC(=O)O2. Cell line: NCI-H522. Synergy scores: CSS=15.3, Synergy_ZIP=0.268, Synergy_Bliss=-2.33, Synergy_Loewe=-2.45, Synergy_HSA=-0.669. (3) Drug 2: CC12CCC3C(C1CCC2O)C(CC4=C3C=CC(=C4)O)CCCCCCCCCS(=O)CCCC(C(F)(F)F)(F)F. Cell line: SK-OV-3. Drug 1: CCCCC(=O)OCC(=O)C1(CC(C2=C(C1)C(=C3C(=C2O)C(=O)C4=C(C3=O)C=CC=C4OC)O)OC5CC(C(C(O5)C)O)NC(=O)C(F)(F)F)O. Synergy scores: CSS=5.71, Synergy_ZIP=-3.93, Synergy_Bliss=-1.39, Synergy_Loewe=-9.81, Synergy_HSA=-2.58. (4) Drug 1: CC(C1=C(C=CC(=C1Cl)F)Cl)OC2=C(N=CC(=C2)C3=CN(N=C3)C4CCNCC4)N. Drug 2: CN1CCC(CC1)COC2=C(C=C3C(=C2)N=CN=C3NC4=C(C=C(C=C4)Br)F)OC. Cell line: NCI-H522. Synergy scores: CSS=29.0, Synergy_ZIP=-2.81, Synergy_Bliss=4.24, Synergy_Loewe=3.26, Synergy_HSA=3.60. (5) Synergy scores: CSS=26.3, Synergy_ZIP=-9.83, Synergy_Bliss=-7.57, Synergy_Loewe=-3.17, Synergy_HSA=-0.427. Cell line: MDA-MB-435. Drug 1: C1=C(C(=O)NC(=O)N1)F. Drug 2: CCCS(=O)(=O)NC1=C(C(=C(C=C1)F)C(=O)C2=CNC3=C2C=C(C=N3)C4=CC=C(C=C4)Cl)F. (6) Drug 1: CC1OCC2C(O1)C(C(C(O2)OC3C4COC(=O)C4C(C5=CC6=C(C=C35)OCO6)C7=CC(=C(C(=C7)OC)O)OC)O)O. Drug 2: N.N.Cl[Pt+2]Cl. Cell line: SNB-75. Synergy scores: CSS=9.78, Synergy_ZIP=1.60, Synergy_Bliss=-0.320, Synergy_Loewe=-9.00, Synergy_HSA=-2.15. (7) Drug 1: CC1=C(C=C(C=C1)NC2=NC=CC(=N2)N(C)C3=CC4=NN(C(=C4C=C3)C)C)S(=O)(=O)N.Cl. Drug 2: C1CCN(CC1)CCOC2=CC=C(C=C2)C(=O)C3=C(SC4=C3C=CC(=C4)O)C5=CC=C(C=C5)O. Cell line: SNB-19. Synergy scores: CSS=1.30, Synergy_ZIP=2.48, Synergy_Bliss=5.79, Synergy_Loewe=4.49, Synergy_HSA=4.08.